This data is from Full USPTO retrosynthesis dataset with 1.9M reactions from patents (1976-2016). The task is: Predict the reactants needed to synthesize the given product. (1) Given the product [Cl:20][C:2]([Cl:1])([F:19])[S:3][C:4]1[CH:5]=[N:6][N:7]([CH2:10][C:11]2[CH:12]=[CH:13][C:14]([O:17][CH3:18])=[CH:15][CH:16]=2)[CH:8]=1, predict the reactants needed to synthesize it. The reactants are: [Cl:1][C:2]([Cl:20])([F:19])[S:3][C:4]1[CH:5]=[N:6][N:7]([CH2:10][C:11]2[CH:16]=[CH:15][C:14]([O:17][CH3:18])=[CH:13][CH:12]=2)[C:8]=1N.O1CCCC1.N(OC(C)(C)C)=O. (2) Given the product [CH3:12][S:13]([C:14]1[C:22]2[C:17](=[CH:18][C:19]([C:23]([N:25]3[CH2:29][CH2:28][C@@H:27]([NH:30][C:31](=[O:37])[O:32][C:33]([CH3:36])([CH3:34])[CH3:35])[CH2:26]3)=[O:24])=[CH:20][CH:21]=2)[N:16]([C:38]2[N:39]=[CH:40][C:41]([C:44]3[CH:49]=[CH:48][CH:47]=[CH:46][CH:45]=3)=[CH:42][N:43]=2)[CH:15]=1)=[O:6], predict the reactants needed to synthesize it. The reactants are: ClC1C=C(C=CC=1)C(OO)=[O:6].[CH3:12][S:13][C:14]1[C:22]2[C:17](=[CH:18][C:19]([C:23]([N:25]3[CH2:29][CH2:28][C@@H:27]([NH:30][C:31](=[O:37])[O:32][C:33]([CH3:36])([CH3:35])[CH3:34])[CH2:26]3)=[O:24])=[CH:20][CH:21]=2)[N:16]([C:38]2[N:43]=[CH:42][C:41]([C:44]3[CH:49]=[CH:48][CH:47]=[CH:46][CH:45]=3)=[CH:40][N:39]=2)[CH:15]=1. (3) Given the product [OH:8][N:9]1[C:15](=[O:16])[N:14]2[CH2:17][C@H:10]1[CH2:11][CH2:12][C@H:13]2[C:18]([NH:20][N:21]1[CH2:26][CH2:25][N:24]([C:27]([O:29][C:30]([CH3:33])([CH3:32])[CH3:31])=[O:28])[CH2:23][CH2:22]1)=[O:19], predict the reactants needed to synthesize it. The reactants are: C([O:8][N:9]1[C:15](=[O:16])[N:14]2[CH2:17][C@H:10]1[CH2:11][CH2:12][C@H:13]2[C:18]([NH:20][N:21]1[CH2:26][CH2:25][N:24]([C:27]([O:29][C:30]([CH3:33])([CH3:32])[CH3:31])=[O:28])[CH2:23][CH2:22]1)=[O:19])C1C=CC=CC=1.[H][H]. (4) Given the product [C:1]([C:5]1[CH:6]=[C:7]2[C:12](=[C:13]([F:15])[CH:14]=1)[C:11](=[O:16])[N:10]([C:17]1[CH:22]=[CH:21][CH:20]=[C:19]([C:31]3[CH:30]=[C:29]([NH:42][C:43]4[CH:48]=[CH:47][C:46]([N:49]5[CH2:50][CH2:51][N:52]([CH3:55])[CH2:53][CH2:54]5)=[CH:45][N:44]=4)[C:28](=[O:56])[N:27]([CH3:26])[CH:32]=3)[C:18]=1[CH2:24][OH:25])[N:9]=[CH:8]2)([CH3:4])([CH3:3])[CH3:2], predict the reactants needed to synthesize it. The reactants are: [C:1]([C:5]1[CH:6]=[C:7]2[C:12](=[C:13]([F:15])[CH:14]=1)[C:11](=[O:16])[N:10]([C:17]1[CH:22]=[CH:21][CH:20]=[C:19](Cl)[C:18]=1[CH2:24][OH:25])[N:9]=[CH:8]2)([CH3:4])([CH3:3])[CH3:2].[CH3:26][N:27]1[CH:32]=[C:31](B2OC(C)(C)C(C)(C)O2)[CH:30]=[C:29]([NH:42][C:43]2[CH:48]=[CH:47][C:46]([N:49]3[CH2:54][CH2:53][N:52]([CH3:55])[CH2:51][CH2:50]3)=[CH:45][N:44]=2)[C:28]1=[O:56].C1(P(C2CCCCC2)C2CCCCC2)CCCCC1.C([O-])([O-])=O.[K+].[K+]. (5) Given the product [CH3:23][O:24][C:8]1[CH:7]=[C:6]2[C:5]([C:3](=[O:4])[CH:2]([C:11]3[CH:12]=[CH:13][N:14]=[CH:15][CH:16]=3)[CH2:19][O:22]2)=[CH:10][CH:9]=1, predict the reactants needed to synthesize it. The reactants are: O[CH:2]([C:11]1(OC)[CH:16]=[CH:15][N:14]=[CH:13][CH2:12]1)[C:3]([C:5]1[CH:10]=[CH:9][CH:8]=[CH:7][CH:6]=1)=[O:4].[C:19]([O-:22])(=O)C.[C:23]([O-])(O)=[O:24].[Na+].[NH4+].[Cl-]. (6) Given the product [CH3:14][C:12]([N:8]1[C:6]2[N:7]=[C:2]([C:39]3[CH:38]=[N:37][C:36]([N:33]4[CH2:32][CH2:31][N:30]([CH3:29])[CH2:35][CH2:34]4)=[CH:41][CH:40]=3)[CH:3]=[C:4]([C:16]([NH:18][CH2:19][C:20]3[C:21](=[O:28])[NH:22][C:23]([CH3:27])=[CH:24][C:25]=3[CH3:26])=[O:17])[C:5]=2[C:10]([CH3:11])=[N:9]1)([CH3:15])[CH3:13], predict the reactants needed to synthesize it. The reactants are: Cl[C:2]1[CH:3]=[C:4]([C:16]([NH:18][CH2:19][C:20]2[C:21](=[O:28])[NH:22][C:23]([CH3:27])=[CH:24][C:25]=2[CH3:26])=[O:17])[C:5]2[C:10]([CH3:11])=[N:9][N:8]([C:12]([CH3:15])([CH3:14])[CH3:13])[C:6]=2[N:7]=1.[CH3:29][N:30]1[CH2:35][CH2:34][N:33]([C:36]2[CH:41]=[CH:40][C:39](B3OC(C)(C)C(C)(C)O3)=[CH:38][N:37]=2)[CH2:32][CH2:31]1.COCCOC.C(=O)([O-])[O-].[Na+].[Na+].